Dataset: Forward reaction prediction with 1.9M reactions from USPTO patents (1976-2016). Task: Predict the product of the given reaction. (1) Given the reactants [Cl:1][C:2]1[N:7]=[C:6](Cl)[CH:5]=[CH:4][N:3]=1.[C:9]([C:11]1[CH:12]=[CH:13][C:14]([F:24])=[C:15]([NH:17][C:18](=[O:23])[C:19]([F:22])([F:21])[F:20])[CH:16]=1)#[CH:10], predict the reaction product. The product is: [Cl:1][C:2]1[N:7]=[C:6]([C:10]#[C:9][C:11]2[CH:12]=[CH:13][C:14]([F:24])=[C:15]([NH:17][C:18](=[O:23])[C:19]([F:20])([F:21])[F:22])[CH:16]=2)[CH:5]=[CH:4][N:3]=1. (2) Given the reactants [CH2:1]([O:8][C:9]([N:11]1[C:20]2[C:15](=[CH:16][CH:17]=[CH:18][CH:19]=2)[C:14](=[O:21])[CH2:13][CH2:12]1)=[O:10])[C:2]1[CH:7]=[CH:6][CH:5]=[CH:4][CH:3]=1.CC1C=CC(S(N[C@H]([C@@H](N)C2C=CC=CC=2)C2C=CC=CC=2)(=O)=O)=CC=1, predict the reaction product. The product is: [CH2:1]([O:8][C:9]([N:11]1[C:20]2[C:15](=[CH:16][CH:17]=[CH:18][CH:19]=2)[C@@H:14]([OH:21])[CH2:13][CH2:12]1)=[O:10])[C:2]1[CH:7]=[CH:6][CH:5]=[CH:4][CH:3]=1. (3) The product is: [CH3:25][O:24][C:18]1[CH:17]=[C:16]([C:15]#[C:14][C:13]2[NH:12][C:3]3[C:4](=[O:11])[NH:5][C:6](=[O:10])[N:7]([CH2:8][CH3:9])[C:2]=3[N:1]=2)[CH:21]=[CH:20][C:19]=1[O:22][CH3:23]. Given the reactants [NH2:1][C:2]1[N:7]([CH2:8][CH3:9])[C:6](=[O:10])[NH:5][C:4](=[O:11])[C:3]=1[NH:12][C:13](=O)[C:14]#[C:15][C:16]1[CH:21]=[CH:20][C:19]([O:22][CH3:23])=[C:18]([O:24][CH3:25])[CH:17]=1.O, predict the reaction product. (4) The product is: [NH2:51][C:37]1[N:38]=[CH:39][C:40]([C:2]2[CH:7]=[N:6][C:5]([N:8]3[CH2:13][CH2:12][N:11]([C:14]([O:16][C:17]([CH3:20])([CH3:19])[CH3:18])=[O:15])[CH2:10][C@@H:9]3[CH3:21])=[CH:4][C:3]=2[O:22][CH3:23])=[CH:41][C:36]=1[O:35][C@@H:33]([C:26]1[C:27]([Cl:32])=[CH:28][CH:29]=[C:30]([F:31])[C:25]=1[Cl:24])[CH3:34]. Given the reactants Br[C:2]1[C:3]([O:22][CH3:23])=[CH:4][C:5]([N:8]2[CH2:13][CH2:12][N:11]([C:14]([O:16][C:17]([CH3:20])([CH3:19])[CH3:18])=[O:15])[CH2:10][C@@H:9]2[CH3:21])=[N:6][CH:7]=1.[Cl:24][C:25]1[C:30]([F:31])=[CH:29][CH:28]=[C:27]([Cl:32])[C:26]=1[C@H:33]([O:35][C:36]1[C:37]([NH2:51])=[N:38][CH:39]=[C:40](B2OC(C)(C)C(C)(C)O2)[CH:41]=1)[CH3:34].C([O-])([O-])=O.[Cs+].[Cs+], predict the reaction product. (5) Given the reactants [S:1]1[C:5]2[CH2:6][CH2:7][CH2:8][CH2:9][C:4]=2[C:3]([CH2:10][OH:11])=[CH:2]1.CC(OI1(OC(C)=O)(OC(C)=O)OC(=O)C2C1=CC=CC=2)=O.C(OCC)C.[OH-].[Na+], predict the reaction product. The product is: [S:1]1[C:5]2[CH2:6][CH2:7][CH2:8][CH2:9][C:4]=2[C:3]([CH:10]=[O:11])=[CH:2]1. (6) Given the reactants [C:1]1([CH:7]([C:11]2[CH:16]=[CH:15][CH:14]=[CH:13][CH:12]=2)[CH2:8][CH2:9][NH2:10])[CH:6]=[CH:5][CH:4]=[CH:3][CH:2]=1.C(O[BH-](OC(=O)C)OC(=O)C)(=O)C.[Na+].C(O)(=O)C.[C:35]([N:42]1[CH2:47][CH2:46][CH2:45][CH2:44][C:43]1=O)([O:37][C:38]([CH3:41])([CH3:40])[CH3:39])=[O:36], predict the reaction product. The product is: [C:11]1([CH:7]([C:1]2[CH:2]=[CH:3][CH:4]=[CH:5][CH:6]=2)[CH2:8][CH2:9][NH:10][CH:45]2[CH2:46][CH2:47][N:42]([C:35]([O:37][C:38]([CH3:41])([CH3:40])[CH3:39])=[O:36])[CH2:43][CH2:44]2)[CH:12]=[CH:13][CH:14]=[CH:15][CH:16]=1. (7) Given the reactants [CH2:1]([O:3][C:4]1[CH:5]=[C:6]([CH:26]=[C:27]([O:30][CH2:31][CH3:32])[C:28]=1[F:29])[CH2:7][N:8]1[CH2:13][CH2:12][CH:11]([NH:14][C:15]2[O:16][C:17]3[CH:23]=[CH:22][C:21]([C:24]#[N:25])=[CH:20][C:18]=3[N:19]=2)[CH2:10][CH2:9]1)[CH3:2].Cl.C(=O)([O-])[O-].[K+].[K+], predict the reaction product. The product is: [NH2:25][CH2:24][C:21]1[CH:22]=[CH:23][C:17]2[O:16][C:15]([NH:14][CH:11]3[CH2:10][CH2:9][N:8]([CH2:7][C:6]4[CH:26]=[C:27]([O:30][CH2:31][CH3:32])[C:28]([F:29])=[C:4]([O:3][CH2:1][CH3:2])[CH:5]=4)[CH2:13][CH2:12]3)=[N:19][C:18]=2[CH:20]=1.